From a dataset of Forward reaction prediction with 1.9M reactions from USPTO patents (1976-2016). Predict the product of the given reaction. (1) The product is: [CH3:1][C:2]1[C:10]([N+:11]([O-:13])=[O:12])=[CH:9][CH:8]=[CH:7][C:3]=1[C:4]([N:14]1[CH2:19][CH2:18][O:17][CH2:16][CH2:15]1)=[O:6]. Given the reactants [CH3:1][C:2]1[C:10]([N+:11]([O-:13])=[O:12])=[CH:9][CH:8]=[CH:7][C:3]=1[C:4]([OH:6])=O.[NH:14]1[CH2:19][CH2:18][O:17][CH2:16][CH2:15]1.C1C=CC2N(O)N=NC=2C=1.C(N(C(C)C)C(C)C)C, predict the reaction product. (2) Given the reactants [NH2:1][C:2]1[CH:3]=[CH:4][C:5]([F:29])=[C:6]([C@:8]2([CH3:28])[CH2:13][N:12]3[C:14]([C:18]#[N:19])=[C:15]([Cl:17])[N:16]=[C:11]3[C:10]([NH:20][C:21](=[O:27])[O:22][C:23]([CH3:26])([CH3:25])[CH3:24])=[N:9]2)[CH:7]=1.[F:30][CH:31]([F:40])[N:32]1[CH:36]=[CH:35][C:34]([C:37](O)=[O:38])=[N:33]1, predict the reaction product. The product is: [Cl:17][C:15]1[N:16]=[C:11]2[C:10]([NH:20][C:21](=[O:27])[O:22][C:23]([CH3:25])([CH3:24])[CH3:26])=[N:9][C@@:8]([C:6]3[CH:7]=[C:2]([NH:1][C:37]([C:34]4[CH:35]=[CH:36][N:32]([CH:31]([F:40])[F:30])[N:33]=4)=[O:38])[CH:3]=[CH:4][C:5]=3[F:29])([CH3:28])[CH2:13][N:12]2[C:14]=1[C:18]#[N:19]. (3) Given the reactants [C:1]([O:5][C:6]([N:8]1[CH2:11][CH:10]([CH:12]=O)[CH2:9]1)=[O:7])([CH3:4])([CH3:3])[CH3:2].[CH3:14][C:15]([S:18]([NH2:20])=[O:19])([CH3:17])[CH3:16], predict the reaction product. The product is: [C:1]([O:5][C:6]([N:8]1[CH2:11][CH:10](/[CH:12]=[N:20]/[S:18]([C:15]([CH3:17])([CH3:16])[CH3:14])=[O:19])[CH2:9]1)=[O:7])([CH3:4])([CH3:3])[CH3:2]. (4) Given the reactants [NH2:1][C:2]1[S:3][CH:4]=[C:5]([CH2:7][CH2:8][CH2:9][C:10]2[CH:19]=[CH:18][C:13]([C:14]([O:16][CH3:17])=[O:15])=[CH:12][CH:11]=2)[N:6]=1.N1C=CC=CC=1.[C:26](Cl)([CH3:28])=[O:27], predict the reaction product. The product is: [C:26]([NH:1][C:2]1[S:3][CH:4]=[C:5]([CH2:7][CH2:8][CH2:9][C:10]2[CH:19]=[CH:18][C:13]([C:14]([O:16][CH3:17])=[O:15])=[CH:12][CH:11]=2)[N:6]=1)(=[O:27])[CH3:28]. (5) Given the reactants [Cl:1][C:2]1[CH:11]=[CH:10][C:5]([C:6]([O:8][CH3:9])=[O:7])=[C:4]([NH:12][CH2:13][CH2:14][CH2:15][CH2:16][OH:17])[C:3]=1[NH:18][C:19](=S)[NH:20][C:21]1[CH:26]=[CH:25][C:24]([O:27][CH3:28])=[CH:23][C:22]=1[Cl:29].C(N(CC)CC)C.Cl.C(N=C=NCCCN(C)C)C, predict the reaction product. The product is: [Cl:1][C:2]1[C:3]2[N:18]=[C:19]([NH:20][C:21]3[CH:26]=[CH:25][C:24]([O:27][CH3:28])=[CH:23][C:22]=3[Cl:29])[N:12]([CH2:13][CH2:14][CH2:15][CH2:16][OH:17])[C:4]=2[C:5]([C:6]([O:8][CH3:9])=[O:7])=[CH:10][CH:11]=1. (6) Given the reactants C1(P(C2CCCCC2)C2C=CC=CC=2C2C(OC)=CC=CC=2OC)CCCCC1.P([O-])([O-])([O-])=O.[K+].[K+].[K+].[CH3:38][O:39][C:40](=[O:50])[CH2:41][C:42]1[CH:47]=[CH:46][C:45](Cl)=[CH:44][C:43]=1[F:49].[CH2:51]([C:53]([C:72]1[CH:85]=[CH:84][C:75]([O:76][CH2:77][CH:78]([OH:83])[C:79]([CH3:82])([CH3:81])[CH3:80])=[C:74]([CH3:86])[CH:73]=1)([C:56]1[CH:61]=[CH:60][C:59](B2OC(C)(C)C(C)(C)O2)=[C:58]([CH3:71])[CH:57]=1)[CH2:54][CH3:55])[CH3:52], predict the reaction product. The product is: [CH3:38][O:39][C:40](=[O:50])[CH2:41][C:42]1[CH:47]=[CH:46][C:45]([C:59]2[CH:60]=[CH:61][C:56]([C:53]([CH2:51][CH3:52])([C:72]3[CH:85]=[CH:84][C:75]([O:76][CH2:77][CH:78]([OH:83])[C:79]([CH3:81])([CH3:82])[CH3:80])=[C:74]([CH3:86])[CH:73]=3)[CH2:54][CH3:55])=[CH:57][C:58]=2[CH3:71])=[CH:44][C:43]=1[F:49]. (7) Given the reactants [CH2:1]([S:3][C:4]1[CH:9]=[CH:8][N:7]=[C:6]([NH:10][CH2:11][CH2:12][CH2:13][O:14][C:15]2[CH:16]=[CH:17][C:18]3[CH2:24][CH:23]([CH2:25][C:26]([O:28]CC)=[O:27])[C:22]4[CH:31]=[CH:32][CH:33]=[CH:34][C:21]=4[CH2:20][C:19]=3[CH:35]=2)[CH:5]=1)[CH3:2].N1C=CC=CC=1NCCCOC1C=CC2C[C@H](CC(OCC)=O)C3C=CC=CC=3CC=2C=1, predict the reaction product. The product is: [CH2:1]([S:3][C:4]1[CH:9]=[CH:8][N:7]=[C:6]([NH:10][CH2:11][CH2:12][CH2:13][O:14][C:15]2[CH:16]=[CH:17][C:18]3[CH2:24][CH:23]([CH2:25][C:26]([OH:28])=[O:27])[C:22]4[CH:31]=[CH:32][CH:33]=[CH:34][C:21]=4[CH2:20][C:19]=3[CH:35]=2)[CH:5]=1)[CH3:2]. (8) Given the reactants [C:1]([O:5][C:6]([C:8]1[C:9]([CH3:42])=[C:10]2[C:14](=[CH:15][CH:16]=1)[C@@H:13]([NH:17][C:18]([C:20]1[N:25]3[N:26]=[CH:27][C:28](I)=[C:24]3[N:23]=[C:22]([C:30](=[O:41])[NH:31][CH2:32][C:33]3[CH:38]=[CH:37][C:36]([F:39])=[C:35]([F:40])[CH:34]=3)[CH:21]=1)=[O:19])[CH2:12][CH2:11]2)=[O:7])([CH3:4])([CH3:3])[CH3:2].[C:43]([O-:46])(=[O:45])C.[K+].[C]=O.CCOC(C)=O, predict the reaction product. The product is: [C:1]([O:5][C:6]([C:8]1[C:9]([CH3:42])=[C:10]2[C:14](=[CH:15][CH:16]=1)[C@@H:13]([NH:17][C:18]([C:20]1[N:25]3[N:26]=[CH:27][C:28]([C:43]([OH:46])=[O:45])=[C:24]3[N:23]=[C:22]([C:30](=[O:41])[NH:31][CH2:32][C:33]3[CH:38]=[CH:37][C:36]([F:39])=[C:35]([F:40])[CH:34]=3)[CH:21]=1)=[O:19])[CH2:12][CH2:11]2)=[O:7])([CH3:4])([CH3:3])[CH3:2].